This data is from Peptide-MHC class I binding affinity with 185,985 pairs from IEDB/IMGT. The task is: Regression. Given a peptide amino acid sequence and an MHC pseudo amino acid sequence, predict their binding affinity value. This is MHC class I binding data. (1) The peptide sequence is IMRNLTNL. The MHC is H-2-Kb with pseudo-sequence H-2-Kb. The binding affinity (normalized) is 0.759. (2) The peptide sequence is SRKRRRTPKKA. The MHC is Mamu-B03 with pseudo-sequence Mamu-B03. The binding affinity (normalized) is 0.176. (3) The peptide sequence is FRKAQIQGL. The MHC is HLA-A33:01 with pseudo-sequence HLA-A33:01. The binding affinity (normalized) is 0. (4) The peptide sequence is NLFEIEWEE. The MHC is HLA-A02:19 with pseudo-sequence HLA-A02:19. The binding affinity (normalized) is 0.0847. (5) The peptide sequence is GINPNMSCDDV. The MHC is H-2-Kb with pseudo-sequence H-2-Kb. The binding affinity (normalized) is 0.0278. (6) The peptide sequence is RLRPGGKKKY. The MHC is HLA-A30:02 with pseudo-sequence HLA-A30:02. The binding affinity (normalized) is 0. (7) The peptide sequence is NTIAVITET. The MHC is HLA-A68:02 with pseudo-sequence HLA-A68:02. The binding affinity (normalized) is 0.862. (8) The peptide sequence is WQQWDRQSL. The MHC is HLA-A29:02 with pseudo-sequence HLA-A29:02. The binding affinity (normalized) is 0.0847.